From a dataset of Forward reaction prediction with 1.9M reactions from USPTO patents (1976-2016). Predict the product of the given reaction. (1) Given the reactants [CH:1]([C:3]1[CH:4]=[C:5]([CH:9]=[CH:10][CH:11]=1)[C:6]([OH:8])=[O:7])=[CH2:2].CI.[C:14](=O)([O-])[O-].[K+].[K+].O, predict the reaction product. The product is: [CH:1]([C:3]1[CH:4]=[C:5]([CH:9]=[CH:10][CH:11]=1)[C:6]([O:8][CH3:14])=[O:7])=[CH2:2]. (2) The product is: [C:25]([S:27][CH:15]1[CH2:14][N:13]([C:10]2[S:11][CH:12]=[C:8]([C:6](=[O:7])[N:5]([CH2:4][C:1](=[O:3])[NH2:2])[CH:22]([CH3:23])[CH3:24])[N:9]=2)[CH2:16]1)(=[O:28])[CH3:26]. Given the reactants [C:1]([CH2:4][N:5]([CH:22]([CH3:24])[CH3:23])[C:6]([C:8]1[N:9]=[C:10]([N:13]2[CH2:16][CH:15](OS(C)(=O)=O)[CH2:14]2)[S:11][CH:12]=1)=[O:7])(=[O:3])[NH2:2].[C:25]([O-:28])(=[S:27])[CH3:26].[K+], predict the reaction product. (3) Given the reactants [CH3:1][O:2][N:3]1[C:11]2[C:6](=[CH:7][CH:8]=[CH:9][CH:10]=2)[CH2:5][C:4]1=[O:12].[CH3:13][O:14][C:15]1[CH:22]=[CH:21][C:20]([O:23][CH3:24])=[CH:19][C:16]=1[CH:17]=O, predict the reaction product. The product is: [CH3:13][O:14][C:15]1[CH:22]=[CH:21][C:20]([O:23][CH3:24])=[CH:19][C:16]=1[CH:17]=[C:5]1[C:6]2[C:11](=[CH:10][CH:9]=[CH:8][CH:7]=2)[N:3]([O:2][CH3:1])[C:4]1=[O:12].